From a dataset of Reaction yield outcomes from USPTO patents with 853,638 reactions. Predict the reaction yield, written as a fraction of the theoretical maximum amount of product (1.0 means a 100% yield; for example, 0.34 means a 34% yield). The reactants are Br[C:2]1[CH:3]=[C:4]2[C:8](=[CH:9][CH:10]=1)[NH:7][CH:6]=[C:5]2[C:11]#[N:12].[H-].[Na+].C([Li])(CC)C.C1CCCCC1.Cl.[C:27](=O)(O)[O-:28].[Na+]. The catalyst is CN(C)C=O.O1CCCC1. The product is [CH:27]([C:2]1[CH:3]=[C:4]2[C:8](=[CH:9][CH:10]=1)[NH:7][CH:6]=[C:5]2[C:11]#[N:12])=[O:28]. The yield is 0.720.